From a dataset of NCI-60 drug combinations with 297,098 pairs across 59 cell lines. Regression. Given two drug SMILES strings and cell line genomic features, predict the synergy score measuring deviation from expected non-interaction effect. Drug 2: C1=NC2=C(N=C(N=C2N1C3C(C(C(O3)CO)O)O)F)N. Synergy scores: CSS=30.8, Synergy_ZIP=0.0330, Synergy_Bliss=-0.494, Synergy_Loewe=-8.90, Synergy_HSA=-0.409. Cell line: MDA-MB-435. Drug 1: CCCS(=O)(=O)NC1=C(C(=C(C=C1)F)C(=O)C2=CNC3=C2C=C(C=N3)C4=CC=C(C=C4)Cl)F.